This data is from Full USPTO retrosynthesis dataset with 1.9M reactions from patents (1976-2016). The task is: Predict the reactants needed to synthesize the given product. (1) Given the product [Cl:1][C:2]1[CH:3]=[C:4]([C:9]2[N:13]([CH2:14][C:15]3[CH:23]=[CH:22][C:18]([C:19]([NH:45][C:37]4[NH:38][N:35]=[N:34][N:33]=4)=[O:20])=[CH:17][CH:16]=3)[N:12]=[C:11]([C:24]3[CH:25]=[CH:26][C:27]([O:30][CH3:31])=[CH:28][CH:29]=3)[CH:10]=2)[CH:5]=[C:6]([Cl:8])[CH:7]=1, predict the reactants needed to synthesize it. The reactants are: [Cl:1][C:2]1[CH:3]=[C:4]([C:9]2[N:13]([CH2:14][C:15]3[CH:23]=[CH:22][C:18]([C:19](O)=[O:20])=[CH:17][CH:16]=3)[N:12]=[C:11]([C:24]3[CH:29]=[CH:28][C:27]([O:30][CH3:31])=[CH:26][CH:25]=3)[CH:10]=2)[CH:5]=[C:6]([Cl:8])[CH:7]=1.O[N:33]1[C:37]2[N:38]=CC=CC=2[N:35]=[N:34]1.C([N:45](CC)C(C)C)(C)C.Cl.CN(C)CCCN=C=NCC.NC1NN=NN=1.F[P-](F)(F)(F)(F)F.Br[P+](N1CCCC1)(N1CCCC1)N1CCCC1. (2) Given the product [CH2:1]([NH:8][C:9]1[C:14]2[C:15]([C:18]3[CH:23]=[CH:22][C:21]([CH3:24])=[CH:20][CH:19]=3)=[CH:16][S:17][C:13]=2[C:12]([C:30]2[CH:31]=[CH:32][C:27]([CH3:26])=[CH:28][CH:29]=2)=[CH:11][N:10]=1)[C:2]1[CH:7]=[CH:6][CH:5]=[CH:4][CH:3]=1, predict the reactants needed to synthesize it. The reactants are: [CH2:1]([NH:8][C:9]1[C:14]2[C:15]([C:18]3[CH:23]=[CH:22][C:21]([CH3:24])=[CH:20][CH:19]=3)=[CH:16][S:17][C:13]=2[C:12](Br)=[CH:11][N:10]=1)[C:2]1[CH:7]=[CH:6][CH:5]=[CH:4][CH:3]=1.[CH3:26][C:27]1[CH:32]=[CH:31][C:30](B(O)O)=[CH:29][CH:28]=1.C1(P(C2C=CC=CC=2)C2C=CC=CC=2)C=CC=CC=1.C(=O)([O-])[O-].[Na+].[Na+]. (3) Given the product [CH2:12]1[O:23][C:2]2([CH2:3][CH2:4][CH:5]3[CH2:10][CH:1]2[CH2:8][CH2:7][C:6]3=[O:9])[O:11][CH2:22]1, predict the reactants needed to synthesize it. The reactants are: [CH:1]12[CH2:10][CH:5]([C:6](=[O:9])[CH2:7][CH2:8]1)[CH2:4][CH2:3][C:2]2=[O:11].[C:12]1([CH3:22])C(S(O)(=O)=O)=CC=CC=1.[OH2:23].